This data is from Forward reaction prediction with 1.9M reactions from USPTO patents (1976-2016). The task is: Predict the product of the given reaction. (1) Given the reactants [Br:1][C:2]1[CH:3]=[C:4]([C:12]#[N:13])[C:5]2[CH:6]=[N:7][N:8]([CH3:11])[C:9]=2[CH:10]=1.C([Sn](CCCC)=O)CCC.C[Si]([N:28]=[N+:29]=[N-:30])(C)C.[OH-].[Na+], predict the reaction product. The product is: [Br:1][C:2]1[CH:10]=[C:9]2[C:5]([CH:6]=[N:7][N:8]2[CH3:11])=[C:4]([C:12]2[NH:30][N:29]=[N:28][N:13]=2)[CH:3]=1. (2) Given the reactants [C:1]([C:5]1[CH:10]=[CH:9][C:8]([C:11]2[S:12][C:13]3[C:19]([N:20]4[CH2:25][CH2:24][NH:23][CH2:22][CH2:21]4)=[CH:18][CH:17]=[CH:16][C:14]=3[N:15]=2)=[CH:7][CH:6]=1)([CH3:4])([CH3:3])[CH3:2].[N:26]1[C:35]2[C:30](=[CH:31][CH:32]=[CH:33][CH:34]=2)[N:29]=[CH:28][C:27]=1[CH:36]=O.C(O[BH-](OC(=O)C)OC(=O)C)(=O)C.[Na+], predict the reaction product. The product is: [C:1]([C:5]1[CH:6]=[CH:7][C:8]([C:11]2[S:12][C:13]3[C:19]([N:20]4[CH2:25][CH2:24][N:23]([CH2:36][C:27]5[CH:28]=[N:29][C:30]6[C:35](=[CH:34][CH:33]=[CH:32][CH:31]=6)[N:26]=5)[CH2:22][CH2:21]4)=[CH:18][CH:17]=[CH:16][C:14]=3[N:15]=2)=[CH:9][CH:10]=1)([CH3:4])([CH3:2])[CH3:3]. (3) Given the reactants [CH2:1]([O:8][C:9]([N:11]1[C:19]2[C:14](=[CH:15][CH:16]=[CH:17][CH:18]=2)[CH2:13][C@H:12]1[C:20](O)=[O:21])=[O:10])[C:2]1[CH:7]=[CH:6][CH:5]=[CH:4][CH:3]=1.C(N1CCOCC1)C.ClC(OCC(C)C)=O.[CH2:39]([NH2:43])[CH2:40][CH2:41][CH3:42], predict the reaction product. The product is: [CH2:39]([NH:43][C:20]([C@@H:12]1[CH2:13][C:14]2[C:19](=[CH:18][CH:17]=[CH:16][CH:15]=2)[N:11]1[C:9]([O:8][CH2:1][C:2]1[CH:7]=[CH:6][CH:5]=[CH:4][CH:3]=1)=[O:10])=[O:21])[CH2:40][CH2:41][CH3:42]. (4) Given the reactants [NH2:1][C:2]1[CH:24]=[C:23]([I:25])[CH:22]=[CH:21][C:3]=1[C:4]([NH:6][C@@H:7]([CH2:12][NH:13][C:14]([O:16][C:17]([CH3:20])([CH3:19])[CH3:18])=[O:15])[C:8]([O:10][CH3:11])=[O:9])=[O:5].[CH:26](OCC)(OCC)OCC, predict the reaction product. The product is: [CH3:11][O:10][C:8](=[O:9])[C@@H:7]([N:6]1[C:4](=[O:5])[C:3]2[C:2](=[CH:24][C:23]([I:25])=[CH:22][CH:21]=2)[N:1]=[CH:26]1)[CH2:12][NH:13][C:14]([O:16][C:17]([CH3:20])([CH3:18])[CH3:19])=[O:15].